Dataset: Forward reaction prediction with 1.9M reactions from USPTO patents (1976-2016). Task: Predict the product of the given reaction. (1) The product is: [CH2:16]([N:18]([CH2:19][CH3:20])[C:7]([C:2]1([CH3:1])[CH2:6][S:5][S:4][CH2:3]1)=[O:9])[CH3:17]. Given the reactants [CH3:1][C:2]1([C:7]([OH:9])=O)[CH2:6][S:5][S:4][CH2:3]1.C(Cl)(=O)C(Cl)=O.[CH2:16]([NH:18][CH2:19][CH3:20])[CH3:17].C(N(C(C)C)CC)(C)C, predict the reaction product. (2) Given the reactants FC(F)(F)S(O[C:7]1[CH:16]=[C:15]2[C:10]([CH2:11][CH2:12][N:13]([C:17]([O:19][C:20]([CH3:23])([CH3:22])[CH3:21])=[O:18])[CH2:14]2)=[CH:9][CH:8]=1)(=O)=O.[NH2:26][C:27]([C:29]1[CH:34]=[CH:33][C:32](B(O)O)=[CH:31][CH:30]=1)=[O:28], predict the reaction product. The product is: [NH2:26][C:27]([C:29]1[CH:34]=[CH:33][C:32]([C:7]2[CH:16]=[C:15]3[C:10]([CH2:11][CH2:12][N:13]([C:17]([O:19][C:20]([CH3:23])([CH3:22])[CH3:21])=[O:18])[CH2:14]3)=[CH:9][CH:8]=2)=[CH:31][CH:30]=1)=[O:28]. (3) Given the reactants Cl[C:2]1[NH:3][C:4](=[O:13])[C:5]2[C:10]([CH:11]=1)=[C:9]([CH3:12])[CH:8]=[CH:7][CH:6]=2.[CH3:14][N:15]([CH3:22])[CH:16]1[CH2:21][CH2:20][NH:19][CH2:18][CH2:17]1, predict the reaction product. The product is: [CH3:12][C:9]1[CH:8]=[CH:7][CH:6]=[C:5]2[C:10]=1[CH:11]=[C:2]([N:19]1[CH2:20][CH2:21][CH:16]([N:15]([CH3:22])[CH3:14])[CH2:17][CH2:18]1)[NH:3][C:4]2=[O:13]. (4) Given the reactants [CH3:1][O:2][C:3]([C:5]1[N:6]=[C:7]2[C:12]([N+:13]([O-])=O)=[CH:11][C:10]([Br:16])=[CH:9][N:8]2[C:17]=1[Cl:18])=[O:4].[O-]S(S([O-])=O)=O.[Na+].[Na+].[OH-].[Na+], predict the reaction product. The product is: [CH3:1][O:2][C:3]([C:5]1[N:6]=[C:7]2[C:12]([NH2:13])=[CH:11][C:10]([Br:16])=[CH:9][N:8]2[C:17]=1[Cl:18])=[O:4]. (5) Given the reactants [C:1]1([CH3:15])[CH:6]=[CH:5][C:4]([O:7][C:8]2[S:12][C:11]([C:13]#N)=[CH:10][CH:9]=2)=[CH:3][CH:2]=1.[H-].C([Al+]CC(C)C)C(C)C.[O:26]1CCCC1, predict the reaction product. The product is: [C:1]1([CH3:15])[CH:6]=[CH:5][C:4]([O:7][C:8]2[S:12][C:11]([CH:13]=[O:26])=[CH:10][CH:9]=2)=[CH:3][CH:2]=1. (6) Given the reactants C(N(CC)CC)C.Cl.[CH3:9][O:10][C:11](=[O:24])[C@@H:12]([CH2:14][C:15]1[C:23]2[C:18](=[CH:19][CH:20]=[CH:21][CH:22]=2)[NH:17][CH:16]=1)[NH2:13].[C:25](O[C:25]([O:27][C:28]([CH3:31])([CH3:30])[CH3:29])=[O:26])([O:27][C:28]([CH3:31])([CH3:30])[CH3:29])=[O:26].CN(C1C=CC=CN=1)C.S(=O)(O)[O-].[Na+], predict the reaction product. The product is: [C:28]([O:27][C:25]([NH:13][C@H:12]([CH2:14][C:15]1[C:23]2[C:18](=[CH:19][CH:20]=[CH:21][CH:22]=2)[NH:17][CH:16]=1)[C:11]([O:10][CH3:9])=[O:24])=[O:26])([CH3:31])([CH3:30])[CH3:29].